From a dataset of Forward reaction prediction with 1.9M reactions from USPTO patents (1976-2016). Predict the product of the given reaction. (1) Given the reactants [F:1][C:2]([F:15])([F:14])[S:3]([O:6]S(C(F)(F)F)(=O)=O)(=[O:5])=[O:4].[CH2:16]([C:18]1[C:19](=[O:38])[N:20]([CH:25]2[CH2:30][CH2:29][N:28]([C:31]([O:33][C:34]([CH3:37])([CH3:36])[CH3:35])=[O:32])[CH2:27][CH2:26]2)[CH:21]=[CH:22][C:23]=1O)[CH3:17].O, predict the reaction product. The product is: [CH2:16]([C:18]1[C:19](=[O:38])[N:20]([CH:25]2[CH2:26][CH2:27][N:28]([C:31]([O:33][C:34]([CH3:37])([CH3:36])[CH3:35])=[O:32])[CH2:29][CH2:30]2)[CH:21]=[CH:22][C:23]=1[O:6][S:3]([C:2]([F:15])([F:14])[F:1])(=[O:5])=[O:4])[CH3:17]. (2) The product is: [I:1][C:2]1[C:3]([S:11][C:12]2[N:13]([CH2:22][CH2:23][CH2:24][CH2:25][CH2:26][N:27]3[C:28](=[O:37])[C:29]4[C:34](=[CH:33][CH:32]=[CH:31][CH:30]=4)[C:35]3=[O:36])[C:14]3[N:15]=[CH:16][N:17]([CH2:47][O:48][CH2:49][CH2:50][O:51][CH3:52])[C:18](=[O:21])[C:19]=3[N:20]=2)=[CH:4][C:5]2[O:9][CH2:8][O:7][C:6]=2[CH:10]=1. Given the reactants [I:1][C:2]1[C:3]([S:11][C:12]2[N:13]([CH2:22][CH2:23][CH2:24][CH2:25][CH2:26][N:27]3[C:35](=[O:36])[C:34]4[C:29](=[CH:30][CH:31]=[CH:32][CH:33]=4)[C:28]3=[O:37])[C:14]3[N:15]=[CH:16][NH:17][C:18](=[O:21])[C:19]=3[N:20]=2)=[CH:4][C:5]2[O:9][CH2:8][O:7][C:6]=2[CH:10]=1.C(N(CC)C(C)C)(C)C.[CH3:47][O:48][CH2:49][CH2:50][O:51][CH2:52]Cl, predict the reaction product. (3) Given the reactants C[O:2][C:3]([C:5]1[C:6]([C:19](OC)=[O:20])=[C:7]([CH2:17][CH3:18])[N:8]2[C:16]3[CH:15]=[CH:14][CH:13]=[CH:12][C:11]=3[CH2:10][C:9]=12)=O.[H-].[H-].[H-].[H-].[Li+].[Al+3].[H-].[OH-].[Na+], predict the reaction product. The product is: [CH2:17]([C:7]1[N:8]2[C:16]3[CH:15]=[CH:14][CH:13]=[CH:12][C:11]=3[CH2:10][C:9]2=[C:5]([CH2:3][OH:2])[C:6]=1[CH2:19][OH:20])[CH3:18].